This data is from Forward reaction prediction with 1.9M reactions from USPTO patents (1976-2016). The task is: Predict the product of the given reaction. Given the reactants [CH3:1][O:2][C:3](=[O:30])[CH2:4][CH2:5][C@H:6]([C@@H:8]1[C@:25]2([CH3:26])[C@H:11]([C@H:12]3[C@H:22]([CH2:23][C@@H:24]2[OH:27])[C@:20]2([CH3:21])[C@@H:15]([CH2:16][C@@H:17]([NH2:28])[CH2:18][CH2:19]2)[CH2:14][C@H:13]3[OH:29])[CH2:10][CH2:9]1)[CH3:7].C(N(CC)CC)C.[C:38](Cl)(=[O:58])[CH2:39][CH2:40][CH2:41][CH2:42][CH2:43][CH2:44][CH2:45][CH2:46][CH2:47][CH2:48][CH2:49][CH2:50][CH2:51][CH2:52][CH2:53][CH2:54][CH2:55][CH2:56][CH3:57].O, predict the reaction product. The product is: [CH3:1][O:2][C:3](=[O:30])[CH2:4][CH2:5][C@H:6]([C@@H:8]1[C@:25]2([CH3:26])[C@H:11]([C@H:12]3[C@H:22]([CH2:23][C@@H:24]2[OH:27])[C@:20]2([CH3:21])[C@@H:15]([CH2:16][C@@H:17]([NH:28][C:38](=[O:58])[CH2:39][CH2:40][CH2:41][CH2:42][CH2:43][CH2:44][CH2:45][CH2:46][CH2:47][CH2:48][CH2:49][CH2:50][CH2:51][CH2:52][CH2:53][CH2:54][CH2:55][CH2:56][CH3:57])[CH2:18][CH2:19]2)[CH2:14][C@H:13]3[OH:29])[CH2:10][CH2:9]1)[CH3:7].